From a dataset of Full USPTO retrosynthesis dataset with 1.9M reactions from patents (1976-2016). Predict the reactants needed to synthesize the given product. Given the product [NH2:33][C:2]1[C:7]2[C:8](=[O:32])[N:9]([C:13]3[CH:18]=[CH:17][C:16]([N:19]4[CH2:23][CH2:22][N:21]([CH2:24][C:25]([O:27][CH2:28][CH3:29])=[O:26])[C:20]4=[O:30])=[C:15]([F:31])[CH:14]=3)[CH2:10][CH2:11][O:12][C:6]=2[N:5]=[CH:4][N:3]=1, predict the reactants needed to synthesize it. The reactants are: Cl[C:2]1[C:7]2[C:8](=[O:32])[N:9]([C:13]3[CH:18]=[CH:17][C:16]([N:19]4[CH2:23][CH2:22][N:21]([CH2:24][C:25]([O:27][CH2:28][CH3:29])=[O:26])[C:20]4=[O:30])=[C:15]([F:31])[CH:14]=3)[CH2:10][CH2:11][O:12][C:6]=2[N:5]=[CH:4][N:3]=1.[NH3:33].